This data is from Peptide-MHC class I binding affinity with 185,985 pairs from IEDB/IMGT. The task is: Regression. Given a peptide amino acid sequence and an MHC pseudo amino acid sequence, predict their binding affinity value. This is MHC class I binding data. (1) The peptide sequence is RQGLERALL. The MHC is HLA-B07:02 with pseudo-sequence HLA-B07:02. The binding affinity (normalized) is 0. (2) The peptide sequence is MSDIFASEV. The MHC is HLA-B48:01 with pseudo-sequence HLA-B48:01. The binding affinity (normalized) is 0.0847. (3) The peptide sequence is EEDAAVDDL. The MHC is HLA-B48:01 with pseudo-sequence HLA-B48:01. The binding affinity (normalized) is 0.0847. (4) The peptide sequence is YGGPISQHNY. The MHC is HLA-A30:02 with pseudo-sequence HLA-A30:02. The binding affinity (normalized) is 0.514. (5) The peptide sequence is KSFSAGMFH. The MHC is HLA-A26:01 with pseudo-sequence HLA-A26:01. The binding affinity (normalized) is 0.0847. (6) The peptide sequence is IMDNSAKYV. The MHC is HLA-A02:02 with pseudo-sequence HLA-A02:02. The binding affinity (normalized) is 0.359.